Dataset: Peptide-MHC class I binding affinity with 185,985 pairs from IEDB/IMGT. Task: Regression. Given a peptide amino acid sequence and an MHC pseudo amino acid sequence, predict their binding affinity value. This is MHC class I binding data. (1) The peptide sequence is GYFTSRPF. The MHC is H-2-Kd with pseudo-sequence H-2-Kd. The binding affinity (normalized) is 0.717. (2) The peptide sequence is FPFKYAAAF. The MHC is HLA-A01:01 with pseudo-sequence HLA-A01:01. The binding affinity (normalized) is 0. (3) The peptide sequence is DQDALFAYTK. The MHC is HLA-A33:01 with pseudo-sequence HLA-A33:01. The binding affinity (normalized) is 0.153. (4) The peptide sequence is FSRRNATGL. The MHC is H-2-Db with pseudo-sequence H-2-Db. The binding affinity (normalized) is 0.246.